Task: Predict the reaction yield, written as a fraction of the theoretical maximum amount of product (1.0 means a 100% yield; for example, 0.34 means a 34% yield).. Dataset: Reaction yield outcomes from USPTO patents with 853,638 reactions (1) The reactants are [C:14]1(P([C:14]2[CH:19]=[CH:18][CH:17]=[CH:16][CH:15]=2)[C:14]2[CH:19]=[CH:18][CH:17]=[CH:16][CH:15]=2)[CH:19]=[CH:18][CH:17]=[CH:16][CH:15]=1.[CH:20]1(C(O)C)CCCC[CH2:21]1.CCOC(/N=N/C(OCC)=O)=O.O1CCCCC1[N:47]1[C:55]2[C:50](=[CH:51][C:52]([C:56]3[N:60]=[CH:59][N:58](C(C4C=CC=CC=4)(C4C=CC=CC=4)C4C=CC=CC=4)[N:57]=3)=[CH:53][CH:54]=2)[C:49]([C:80]2[CH:81]=[C:82]([OH:86])[CH:83]=[CH:84][CH:85]=2)=[N:48]1.Cl. The catalyst is O1CCCC1. The product is [NH:57]1[C:56]([C:52]2[CH:51]=[C:50]3[C:55](=[CH:54][CH:53]=2)[NH:47][N:48]=[C:49]3[C:80]2[CH:85]=[CH:84][CH:83]=[C:82]([O:86][CH2:20][CH2:21][CH:14]3[CH2:15][CH2:16][CH2:17][CH2:18][CH2:19]3)[CH:81]=2)=[N:60][CH:59]=[N:58]1. The yield is 0.520. (2) The reactants are [CH3:1][C:2]1([CH3:14])[C:6]([CH3:8])([CH3:7])[O:5][B:4]([C:9]2[CH:10]=[N:11][NH:12][CH:13]=2)[O:3]1.[F:15][C:16]1[C:36]([C:37]([F:40])([F:39])[F:38])=[N:35][CH:34]=[CH:33][C:17]=1[C:18]([N:20]1[CH2:25][CH2:24][CH:23]([N:26]2[CH2:29][C:28](=[CH:30][C:31]#[N:32])[CH2:27]2)[CH2:22][CH2:21]1)=[O:19].N12CCCNC1CCCC=C2. The catalyst is C(#N)C. The product is [F:15][C:16]1[C:36]([C:37]([F:38])([F:39])[F:40])=[N:35][CH:34]=[CH:33][C:17]=1[C:18]([N:20]1[CH2:21][CH2:22][CH:23]([N:26]2[CH2:29][C:28]([CH2:30][C:31]#[N:32])([N:12]3[CH:13]=[C:9]([B:4]4[O:5][C:6]([CH3:7])([CH3:8])[C:2]([CH3:14])([CH3:1])[O:3]4)[CH:10]=[N:11]3)[CH2:27]2)[CH2:24][CH2:25]1)=[O:19]. The yield is 0.467. (3) The yield is 0.320. The reactants are [CH:1]([N:4]1[C:8]([C:9]2[N:10]=[C:11]3[C:17]4[CH:18]=[CH:19][C:20]([NH:22]C(=O)OC(C)(C)C)=[CH:21][C:16]=4[O:15][CH2:14][CH2:13][N:12]3[CH:30]=2)=[N:7][CH:6]=[N:5]1)([CH3:3])[CH3:2].FC(F)(F)C(O)=O. The product is [CH:1]([N:4]1[C:8]([C:9]2[N:10]=[C:11]3[C:17]4[CH:18]=[CH:19][C:20]([NH2:22])=[CH:21][C:16]=4[O:15][CH2:14][CH2:13][N:12]3[CH:30]=2)=[N:7][CH:6]=[N:5]1)([CH3:3])[CH3:2]. The catalyst is C(Cl)Cl. (4) The reactants are [NH2:1][CH2:2][C:3]1[C:8]([CH2:9][CH3:10])=[N:7][C:6]2[N:11]([CH2:14][CH3:15])[N:12]=[CH:13][C:5]=2[C:4]=1[NH:16][CH:17]1[CH2:22][CH2:21][O:20][CH2:19][CH2:18]1.[Cl:23][CH2:24][C:25]1[CH:26]=[C:27]([CH:31]=[CH:32][CH:33]=1)[C:28](O)=[O:29].C(Cl)CCl.C1C=CC2N(O)N=NC=2C=1.CCN(CC)CC. The catalyst is C(Cl)Cl. The product is [Cl:23][CH2:24][C:25]1[CH:26]=[C:27]([CH:31]=[CH:32][CH:33]=1)[C:28]([NH:1][CH2:2][C:3]1[C:4]([NH:16][CH:17]2[CH2:18][CH2:19][O:20][CH2:21][CH2:22]2)=[C:5]2[CH:13]=[N:12][N:11]([CH2:14][CH3:15])[C:6]2=[N:7][C:8]=1[CH2:9][CH3:10])=[O:29]. The yield is 0.630. (5) The reactants are [C:1]([CH2:3][C:4]([NH2:6])=[O:5])#[N:2].[F:7][CH:8]([C:12](=O)[CH3:13])[C:9](=O)[CH3:10].N1CCCCC1. The catalyst is CCO. The product is [F:7][C:8]1[C:12]([CH3:13])=[C:3]([C:1]#[N:2])[C:4](=[O:5])[NH:6][C:9]=1[CH3:10]. The yield is 0.580. (6) The reactants are [Cl:1][C:2]1[CH:3]=[CH:4][C:5]2[CH:6]=[C:7]3[CH2:14][NH:13][CH2:12][C@@H:11]([CH3:15])[N:8]3[C:9]=2[CH:10]=1.[BH4-].[Na+].[OH-].[Na+]. The catalyst is O1CCCC1.FC(F)(F)C(O)=O. The product is [Cl:1][C:2]1[CH:3]=[CH:4][C:5]2[CH2:6][C@@H:7]3[CH2:14][NH:13][CH2:12][C@@H:11]([CH3:15])[N:8]3[C:9]=2[CH:10]=1.[Cl:1][C:2]1[CH:3]=[CH:4][C:5]2[CH2:6][C@H:7]3[CH2:14][NH:13][CH2:12][C@@H:11]([CH3:15])[N:8]3[C:9]=2[CH:10]=1. The yield is 0.450. (7) The reactants are [Cl:1][C:2]1[N:7]=[C:6]([C:8]2[CH:9]=[N:10][N:11](COCC[Si](C)(C)C)[CH:12]=2)[N:5]2[CH:21]=[CH:22][N:23]=[C:4]2[CH:3]=1.FC(F)(F)C(O)=O. The catalyst is C(Cl)Cl.C1(C)C=CC=CC=1. The product is [Cl:1][C:2]1[N:7]=[C:6]([C:8]2[CH:12]=[N:11][NH:10][CH:9]=2)[N:5]2[CH:21]=[CH:22][N:23]=[C:4]2[CH:3]=1. The yield is 0.655.